Dataset: Forward reaction prediction with 1.9M reactions from USPTO patents (1976-2016). Task: Predict the product of the given reaction. (1) Given the reactants [Cl-].O[NH3+:3].[C:4](=[O:7])([O-])[OH:5].[Na+].CS(C)=O.[CH2:13]([C:17]1[N:18]=[C:19]([CH3:47])[N:20]([C:39]2[CH:44]=[C:43]([Cl:45])[CH:42]=[C:41]([Cl:46])[CH:40]=2)[C:21](=[O:38])[C:22]=1[CH2:23][C:24]1[CH:29]=[CH:28][C:27]([C:30]2[C:31]([C:36]#[N:37])=[CH:32][CH:33]=[CH:34][CH:35]=2)=[CH:26][CH:25]=1)[CH2:14][CH2:15][CH3:16], predict the reaction product. The product is: [CH2:13]([C:17]1[N:18]=[C:19]([CH3:47])[N:20]([C:39]2[CH:40]=[C:41]([Cl:46])[CH:42]=[C:43]([Cl:45])[CH:44]=2)[C:21](=[O:38])[C:22]=1[CH2:23][C:24]1[CH:25]=[CH:26][C:27]([C:30]2[CH:35]=[CH:34][CH:33]=[CH:32][C:31]=2[C:36]2[NH:3][C:4](=[O:7])[O:5][N:37]=2)=[CH:28][CH:29]=1)[CH2:14][CH2:15][CH3:16]. (2) Given the reactants [OH-].[NH4+:2].[CH3:3][CH:4]([CH3:11])[CH:5]([S:7](Cl)(=[O:9])=[O:8])[CH3:6], predict the reaction product. The product is: [CH3:3][CH:4]([CH3:11])[CH:5]([S:7]([NH2:2])(=[O:9])=[O:8])[CH3:6]. (3) Given the reactants [Cl:1][C:2]1[CH:3]=[C:4]2[N:26]([CH2:27][O:28][CH2:29][CH2:30][Si:31]([CH3:34])([CH3:33])[CH3:32])[C:25]([O:35][C@H:36]3[CH2:45][O:44][C@H:43]4[C@@H:38]([O:39][CH:40]([C:46]5[CH:51]=[CH:50][CH:49]=[CH:48][CH:47]=5)[O:41][CH2:42]4)[CH2:37]3)=[N:24][C:5]2=[N:6][C:7]=1[C:8]1[CH:13]=[CH:12][C:11]([C:14]2[CH:19]=[CH:18][C:17]([C:20]([O:22]C)=[O:21])=[CH:16][CH:15]=2)=[CH:10][CH:9]=1.[OH-].[Na+].Cl, predict the reaction product. The product is: [Cl:1][C:2]1[CH:3]=[C:4]2[N:26]([CH2:27][O:28][CH2:29][CH2:30][Si:31]([CH3:34])([CH3:33])[CH3:32])[C:25]([O:35][C@H:36]3[CH2:45][O:44][C@H:43]4[C@@H:38]([O:39][CH:40]([C:46]5[CH:51]=[CH:50][CH:49]=[CH:48][CH:47]=5)[O:41][CH2:42]4)[CH2:37]3)=[N:24][C:5]2=[N:6][C:7]=1[C:8]1[CH:13]=[CH:12][C:11]([C:14]2[CH:19]=[CH:18][C:17]([C:20]([OH:22])=[O:21])=[CH:16][CH:15]=2)=[CH:10][CH:9]=1. (4) Given the reactants [Cl:1][C:2]1[CH:7]=[CH:6][C:5]([C:8]2([CH3:37])[C:12]([C:14]3[CH:19]=[CH:18][C:17]([Cl:20])=[CH:16][CH:15]=3)([CH3:13])[N:11]([C:21](Cl)=[O:22])[C:10]([C:24]3[CH:29]=[CH:28][C:27]([C:30]([F:33])([F:32])[F:31])=[CH:26][C:25]=3[O:34][CH2:35][CH3:36])=[N:9]2)=[CH:4][CH:3]=1.[NH:38]1[CH2:43][CH2:42][NH:41][CH2:40][C:39]1=[O:44], predict the reaction product. The product is: [Cl:1][C:2]1[CH:7]=[CH:6][C:5]([C@@:8]2([CH3:37])[C@:12]([C:14]3[CH:19]=[CH:18][C:17]([Cl:20])=[CH:16][CH:15]=3)([CH3:13])[N:11]([C:21]([N:41]3[CH2:42][CH2:43][NH:38][C:39](=[O:44])[CH2:40]3)=[O:22])[C:10]([C:24]3[CH:29]=[CH:28][C:27]([C:30]([F:31])([F:32])[F:33])=[CH:26][C:25]=3[O:34][CH2:35][CH3:36])=[N:9]2)=[CH:4][CH:3]=1. (5) Given the reactants [CH2:1]([O:8][C:9]1[CH:18]=[C:17]2[C:12]([C:13](=[O:22])[CH:14]=[C:15]([C:19]([OH:21])=O)[NH:16]2)=[CH:11][CH:10]=1)[C:2]1[CH:7]=[CH:6][CH:5]=[CH:4][CH:3]=1.[CH2:23]([CH:30]1[CH2:35][CH2:34][NH:33][CH2:32][CH2:31]1)[C:24]1[CH:29]=[CH:28][CH:27]=[CH:26][CH:25]=1, predict the reaction product. The product is: [CH2:23]([CH:30]1[CH2:35][CH2:34][N:33]([C:19]([C:15]2[NH:16][C:17]3[C:12]([C:13](=[O:22])[CH:14]=2)=[CH:11][CH:10]=[C:9]([O:8][CH2:1][C:2]2[CH:3]=[CH:4][CH:5]=[CH:6][CH:7]=2)[CH:18]=3)=[O:21])[CH2:32][CH2:31]1)[C:24]1[CH:29]=[CH:28][CH:27]=[CH:26][CH:25]=1. (6) The product is: [C:18]([C:22]1[CH:23]=[CH:24][C:25]([OH:35])=[C:26]([C:28]2[O:32][C:31]([CH:33]=[C:6]3[S:5][C:4](=[S:7])[N:3]([NH:8][C:9]4[CH:17]=[CH:16][CH:15]=[CH:14][C:10]=4[C:11]([OH:13])=[O:12])[C:2]3=[O:1])=[CH:30][CH:29]=2)[CH:27]=1)([CH3:21])([CH3:20])[CH3:19]. Given the reactants [O:1]=[C:2]1[CH2:6][S:5][C:4](=[S:7])[N:3]1[NH:8][C:9]1[CH:17]=[CH:16][CH:15]=[CH:14][C:10]=1[C:11]([OH:13])=[O:12].[C:18]([C:22]1[CH:23]=[CH:24][C:25]([OH:35])=[C:26]([C:28]2[O:32][C:31]([CH:33]=O)=[CH:30][CH:29]=2)[CH:27]=1)([CH3:21])([CH3:20])[CH3:19].C(O)(=O)C.C(O)(=O)C.C(N)CN.S([O-])(O)=O.[Na+], predict the reaction product. (7) Given the reactants [Cl:1][C:2]1[CH:3]=[C:4]([CH:19]=[CH:20][C:21]=1[Cl:22])[CH2:5][N:6]([CH3:18])[C:7](=[O:17])[CH:8]=[C:9]1[C:13](=[O:14])OC(C)(C)[O:10]1.[CH2:23]=O.[NH2:25][CH:26]([CH2:29][C:30]1[C:38]2[C:33](=[CH:34][CH:35]=[CH:36][CH:37]=2)[NH:32][CH:31]=1)[CH2:27][OH:28], predict the reaction product. The product is: [Cl:1][C:2]1[CH:3]=[C:4]([CH:19]=[CH:20][C:21]=1[Cl:22])[CH2:5][N:6]([CH3:18])[C:7]([C:8]1[CH2:23][N:25]([CH:26]([CH2:27][OH:28])[CH2:29][C:30]2[C:38]3[C:33](=[CH:34][CH:35]=[CH:36][CH:37]=3)[NH:32][CH:31]=2)[C:13](=[O:14])[C:9]=1[OH:10])=[O:17].